From a dataset of Reaction yield outcomes from USPTO patents with 853,638 reactions. Predict the reaction yield, written as a fraction of the theoretical maximum amount of product (1.0 means a 100% yield; for example, 0.34 means a 34% yield). The reactants are [H-].[Li+].[Al+3].[H-].[H-].[H-].[N:7]1([CH2:13][CH2:14][NH:15][C:16](=O)OC(C)(C)C)[CH2:12][CH:11]=[CH:10][CH2:9][CH2:8]1.[OH-].[Na+]. The catalyst is O1CCCC1. The product is [N:7]1([CH2:13][CH2:14][NH:15][CH3:16])[CH2:8][CH:9]=[CH:10][CH2:11][CH2:12]1. The yield is 0.420.